From a dataset of Reaction yield outcomes from USPTO patents with 853,638 reactions. Predict the reaction yield, written as a fraction of the theoretical maximum amount of product (1.0 means a 100% yield; for example, 0.34 means a 34% yield). (1) The reactants are [Cl:1][C:2]1[CH:7]=[CH:6][C:5]([C:8]2[CH:13]=[CH:12][CH:11]=[C:10]([CH2:14][OH:15])[C:9]=2[O:16][CH3:17])=[CH:4][CH:3]=1.[Cr](Cl)([O-])(=O)=O.[NH+]1C=CC=CC=1. The catalyst is C(Cl)Cl. The product is [Cl:1][C:2]1[CH:3]=[CH:4][C:5]([C:8]2[CH:13]=[CH:12][CH:11]=[C:10]([CH:14]=[O:15])[C:9]=2[O:16][CH3:17])=[CH:6][CH:7]=1. The yield is 0.540. (2) The reactants are Br[C:2]1[CH:3]=[C:4]([C:8]2([CH3:18])[CH2:13][N:12]3[CH:14]=[CH:15][N:16]=[C:11]3[C:10]([NH2:17])=[N:9]2)[CH:5]=[CH:6][CH:7]=1.[N:19]1[CH:24]=[C:23](B(O)O)[CH:22]=[N:21][CH:20]=1.C(=O)([O-])[O-].[K+].[K+]. The catalyst is O1CCOCC1.C(O)C.O.C1C=CC([P]([Pd]([P](C2C=CC=CC=2)(C2C=CC=CC=2)C2C=CC=CC=2)([P](C2C=CC=CC=2)(C2C=CC=CC=2)C2C=CC=CC=2)[P](C2C=CC=CC=2)(C2C=CC=CC=2)C2C=CC=CC=2)(C2C=CC=CC=2)C2C=CC=CC=2)=CC=1. The product is [CH3:18][C:8]1([C:4]2[CH:5]=[CH:6][CH:7]=[C:2]([C:23]3[CH:24]=[N:19][CH:20]=[N:21][CH:22]=3)[CH:3]=2)[CH2:13][N:12]2[CH:14]=[CH:15][N:16]=[C:11]2[C:10]([NH2:17])=[N:9]1. The yield is 0.560. (3) The reactants are C(N(CC)CC)C.Cl.[CH3:9][NH:10][CH2:11][C:12]1[CH:20]=[CH:19][CH:18]=[C:17]2[C:13]=1[CH2:14][N:15]([CH:22]1[CH2:27][CH2:26][C:25](=[O:28])[NH:24][C:23]1=[O:29])[C:16]2=[O:21].[CH3:30][C:31]1[CH:32]=[C:33]([N:38]=[C:39]=[O:40])[CH:34]=[CH:35][C:36]=1[CH3:37]. The catalyst is C1COCC1. The product is [CH3:30][C:31]1[CH:32]=[C:33]([NH:38][C:39](=[O:40])[N:10]([CH2:11][C:12]2[CH:20]=[CH:19][CH:18]=[C:17]3[C:13]=2[CH2:14][N:15]([CH:22]2[CH2:27][CH2:26][C:25](=[O:28])[NH:24][C:23]2=[O:29])[C:16]3=[O:21])[CH3:9])[CH:34]=[CH:35][C:36]=1[CH3:37]. The yield is 0.760. (4) The reactants are [C:1]([O:5][C:6]([N:8]1[CH2:13][CH:12]=[C:11]([C:14]2[CH:38]=[CH:37][C:17]3[C:18]4[N:22]([CH2:23][CH2:24][O:25][C:16]=3[CH:15]=2)[CH:21]=[C:20]([C:26]2[N:27]([CH:34]([CH3:36])[CH3:35])[N:28]=[C:29]([CH2:31][O:32][CH3:33])[N:30]=2)[N:19]=4)[CH2:10][CH2:9]1)=[O:7])([CH3:4])([CH3:3])[CH3:2]. The catalyst is [Pd]. The product is [C:1]([O:5][C:6]([N:8]1[CH2:9][CH2:10][CH:11]([C:14]2[CH:38]=[CH:37][C:17]3[C:18]4[N:22]([CH2:23][CH2:24][O:25][C:16]=3[CH:15]=2)[CH:21]=[C:20]([C:26]2[N:27]([CH:34]([CH3:35])[CH3:36])[N:28]=[C:29]([CH2:31][O:32][CH3:33])[N:30]=2)[N:19]=4)[CH2:12][CH2:13]1)=[O:7])([CH3:3])([CH3:2])[CH3:4]. The yield is 0.720. (5) The reactants are C([O:4][C:5](=[O:38])[CH2:6][CH2:7][CH2:8][CH2:9][CH2:10][O:11][C:12]1[CH:17]=[CH:16][C:15]([CH:18]2[O:22][CH:21]3[CH:23]([CH2:36][OH:37])[O:24][CH:25]([N:26]4[CH:34]=[N:33][C:32]5[C:27]4=[N:28][CH:29]=[N:30][C:31]=5[Cl:35])[CH:20]3[O:19]2)=[CH:14][CH:13]=1)C=C.CC1(C)CC(=O)CC(=O)C1. The catalyst is C(Cl)Cl.C1C=CC([P]([Pd]([P](C2C=CC=CC=2)(C2C=CC=CC=2)C2C=CC=CC=2)([P](C2C=CC=CC=2)(C2C=CC=CC=2)C2C=CC=CC=2)[P](C2C=CC=CC=2)(C2C=CC=CC=2)C2C=CC=CC=2)(C2C=CC=CC=2)C2C=CC=CC=2)=CC=1. The product is [Cl:35][C:31]1[N:30]=[CH:29][N:28]=[C:27]2[C:32]=1[N:33]=[CH:34][N:26]2[CH:25]1[CH:20]2[CH:21]([O:22][CH:18]([C:15]3[CH:14]=[CH:13][C:12]([O:11][CH2:10][CH2:9][CH2:8][CH2:7][CH2:6][C:5]([OH:38])=[O:4])=[CH:17][CH:16]=3)[O:19]2)[CH:23]([CH2:36][OH:37])[O:24]1. The yield is 0.850.